The task is: Predict the reaction yield, written as a fraction of the theoretical maximum amount of product (1.0 means a 100% yield; for example, 0.34 means a 34% yield).. This data is from Reaction yield outcomes from USPTO patents with 853,638 reactions. (1) The reactants are [CH3:1][N:2]1[CH:6]=[N:5][N:4]=[C:3]1[C:7]([C:9]1[CH:14]=[CH:13][CH:12]=[CH:11][CH:10]=1)=O.Cl.[NH2:16][OH:17]. The catalyst is N1C=CC=CC=1. The product is [OH:17][N:16]=[C:7]([C:3]1[N:2]([CH3:1])[CH:6]=[N:5][N:4]=1)[C:9]1[CH:14]=[CH:13][CH:12]=[CH:11][CH:10]=1. The yield is 0.890. (2) The reactants are [Br:1][C:2]1[CH:3]=[C:4]2[C:11]3([C:15](=[O:16])[NH:14][C:13](=[S:17])[NH:12]3)[CH2:10][CH:9]([C:18]3[CH:23]=[CH:22][CH:21]=[CH:20][CH:19]=3)[O:8][C:5]2=[CH:6][CH:7]=1.C([O-])([O-])=O.[K+].[K+].[CH2:30](I)[CH3:31].[CH3:33][C:34]#N. No catalyst specified. The product is [Br:1][C:2]1[CH:3]=[C:4]2[C:11]3([C:15](=[O:16])[N:14]([CH2:33][CH3:34])[C:13]([S:17][CH2:30][CH3:31])=[N:12]3)[CH2:10][CH:9]([C:18]3[CH:19]=[CH:20][CH:21]=[CH:22][CH:23]=3)[O:8][C:5]2=[CH:6][CH:7]=1. The yield is 0.690. (3) The reactants are C([O:3][C:4]([C:6]1[C:11]([Cl:12])=[CH:10][C:9](=[O:13])[N:8]([CH3:14])[CH:7]=1)=[O:5])C.C1COCC1.[Li+].[OH-].Cl. The catalyst is CO. The product is [Cl:12][C:11]1[C:6]([C:4]([OH:5])=[O:3])=[CH:7][N:8]([CH3:14])[C:9](=[O:13])[CH:10]=1. The yield is 0.910. (4) The reactants are C1CO[C:8]23OCC[O:12][C:3]2([C@:4]2([CH2:27][CH2:26][C@H:25]4[C@@H:15]([C@H:16]([OH:28])[CH2:17][CH:18]5[C@:23]4([CH3:24])[CH2:22][CH2:21][CH2:20][CH2:19]5)[C@@H:6]2[CH2:7]3)[CH3:5])O1.C([C@@H]1C2[C@](C)(CCC(=[O:49])C2)[C@@H]2[C@H]([C@H]3[C@@](CC2)(C)C(=O)CC3)C1)#N. No catalyst specified. The product is [OH:28][C@@H:16]1[CH2:17][CH:18]2[C@:23]([CH3:24])([CH2:22][CH2:21][C:20](=[O:49])[CH2:19]2)[C@@H:25]2[C@@H:15]1[C@H:6]1[C@@:4]([CH2:27][CH2:26]2)([CH3:5])[C:3](=[O:12])[CH2:8][CH2:7]1. The yield is 0.890. (5) The reactants are [CH3:1][C:2]1([CH3:15])[O:14][C:6]2=[C:7]([CH3:13])[N:8]=[CH:9][C:10]([CH2:11][NH2:12])=[C:5]2[CH2:4][O:3]1.[C:16]([C:18]1[CH:19]=[C:20]([CH:23]=[CH:24][CH:25]=1)[CH:21]=O)#[N:17]. No catalyst specified. The product is [CH3:1][C:2]1([CH3:15])[O:14][C:6]2=[C:7]([CH3:13])[N:8]=[CH:9][C:10]([CH2:11][NH:12][CH2:21][C:20]3[CH:19]=[C:18]([CH:25]=[CH:24][CH:23]=3)[C:16]#[N:17])=[C:5]2[CH2:4][O:3]1. The yield is 0.400. (6) The reactants are [Br:1][C:2]1[N:12]=[CH:11][C:5]2[O:6][CH2:7][C:8](=O)[NH:9][C:4]=2[CH:3]=1. The catalyst is C1COCC1. The product is [Br:1][C:2]1[N:12]=[CH:11][C:5]2[O:6][CH2:7][CH2:8][NH:9][C:4]=2[CH:3]=1. The yield is 0.900. (7) The reactants are [N+]([C:4]1[N:5]=[C:6]([NH2:62])[C:7]2[N:8]=[CH:9][N:10]([C:60]=2[N:61]=1)[C@:11]1(C(=O)C2C=CC=CC=2)[O:27][C@:16](C(=O)C2C=CC=CC=2)([CH:17](C(=O)C2C=CC=CC=2)[OH:18])[C@@:14](C(=O)C2C=CC=CC=2)([OH:15])[C@@:12]1(C(=O)C1C=CC=CC=1)[OH:13])([O-])=O.[OH-:63].[Na+].[CH3:65]O. No catalyst specified. The product is [CH3:65][O:63][C:4]1[N:5]=[C:6]([NH2:62])[C:7]2[N:8]=[CH:9][N:10]([C:60]=2[N:61]=1)[C@@H:11]1[O:27][C@H:16]([CH2:17][OH:18])[C@@H:14]([OH:15])[C@H:12]1[OH:13]. The yield is 0.540.